The task is: Predict which catalyst facilitates the given reaction.. This data is from Catalyst prediction with 721,799 reactions and 888 catalyst types from USPTO. (1) Reactant: [C:1]([O:5][C:6](=[O:26])[NH:7][CH2:8][C:9](=[O:25])[NH:10][C:11]1[CH:16]=[CH:15][CH:14]=[C:13]([CH2:17][NH:18]C(=O)C(F)(F)F)[CH:12]=1)([CH3:4])([CH3:3])[CH3:2].[OH-].[Na+]. Product: [C:1]([O:5][C:6](=[O:26])[NH:7][CH2:8][C:9](=[O:25])[NH:10][C:11]1[CH:16]=[CH:15][CH:14]=[C:13]([CH2:17][NH2:18])[CH:12]=1)([CH3:4])([CH3:2])[CH3:3]. The catalyst class is: 5. (2) Reactant: [Br:1][C:2]1[CH:3]=[CH:4][C:5]([NH:12][CH2:13][C@@H:14]2[CH2:18][CH2:17][CH2:16][N:15]2[CH3:19])=[C:6]([C:8](=O)[CH2:9]Cl)[CH:7]=1.[OH-].[Na+].[BH4-].[Na+]. Product: [Br:1][C:2]1[CH:7]=[C:6]2[C:5](=[CH:4][CH:3]=1)[N:12]([CH2:13][C@@H:14]1[CH2:18][CH2:17][CH2:16][N:15]1[CH3:19])[CH:9]=[CH:8]2. The catalyst class is: 8. (3) Reactant: [BH4-].[Na+].[C:3]1([CH:13]=[C:14]2[N:18]3[CH:19]=[CH:20][CH:21]=[CH:22][C:17]3=[N:16][C:15]2=[O:23])[C:12]2[C:7](=[CH:8][CH:9]=[CH:10][CH:11]=2)[CH:6]=[CH:5][CH:4]=1. Product: [C:3]1([CH2:13][CH:14]2[N:18]3[CH:19]=[CH:20][CH:21]=[CH:22][C:17]3=[N:16][C:15]2=[O:23])[C:12]2[C:7](=[CH:8][CH:9]=[CH:10][CH:11]=2)[CH:6]=[CH:5][CH:4]=1. The catalyst class is: 357. (4) Reactant: [CH2:1]([C:8]1[N:13]=[C:12]([N:14]([CH2:21][CH3:22])[CH2:15][C:16]2[NH:17][CH:18]=[CH:19][N:20]=2)[CH:11]=[C:10](Cl)[N:9]=1)[C:2]1[CH:7]=[CH:6][CH:5]=[CH:4][CH:3]=1.C([O-])=O.[NH4+]. Product: [CH2:1]([C:8]1[N:13]=[C:12]([N:14]([CH2:21][CH3:22])[CH2:15][C:16]2[NH:17][CH:18]=[CH:19][N:20]=2)[CH:11]=[CH:10][N:9]=1)[C:2]1[CH:3]=[CH:4][CH:5]=[CH:6][CH:7]=1. The catalyst class is: 19. (5) Reactant: [Br:1][C:2]1[CH:3]=[CH:4][C:5]([NH:8][CH:9]=[N:10]O)=[N:6][CH:7]=1.FC(F)(F)C(OC(=O)C(F)(F)F)=O. Product: [Br:1][C:2]1[CH:3]=[CH:4][C:5]2[N:6]([N:10]=[CH:9][N:8]=2)[CH:7]=1. The catalyst class is: 1. (6) Product: [Cl:24][C:11]1[CH:12]=[C:13]2[C:8](=[CH:9][CH:10]=1)[NH:7][C:6]([NH:5][C:3](=[O:4])[CH2:2][N:25]1[CH2:30][CH2:29][O:28][CH2:27][CH2:26]1)=[C:14]2[S:15]([C:18]1[CH:23]=[CH:22][CH:21]=[CH:20][CH:19]=1)(=[O:17])=[O:16]. Reactant: Br[CH2:2][C:3]([NH:5][C:6]1[NH:7][C:8]2[C:13]([C:14]=1[S:15]([C:18]1[CH:23]=[CH:22][CH:21]=[CH:20][CH:19]=1)(=[O:17])=[O:16])=[CH:12][C:11]([Cl:24])=[CH:10][CH:9]=2)=[O:4].[NH:25]1[CH2:30][CH2:29][O:28][CH2:27][CH2:26]1. The catalyst class is: 2. (7) Reactant: C([O:3][C:4](=[O:37])[CH2:5][O:6][C:7]1[CH:8]=[CH:9][C:10]2[CH2:16][CH2:15][CH2:14][CH:13]([N:17]([C:29]([O:31][C:32]([CH3:35])([CH3:34])[CH3:33])=[O:30])[CH2:18][C@H:19]([OH:28])[CH2:20][O:21][C:22]3[CH:27]=[CH:26][CH:25]=[CH:24][CH:23]=3)[CH2:12][C:11]=2[CH:36]=1)C.[OH-].[Na+].Cl. Product: [C:32]([O:31][C:29]([N:17]([CH:13]1[CH2:12][C:11]2[CH:36]=[C:7]([O:6][CH2:5][C:4]([OH:37])=[O:3])[CH:8]=[CH:9][C:10]=2[CH2:16][CH2:15][CH2:14]1)[CH2:18][C@H:19]([OH:28])[CH2:20][O:21][C:22]1[CH:27]=[CH:26][CH:25]=[CH:24][CH:23]=1)=[O:30])([CH3:35])([CH3:33])[CH3:34]. The catalyst class is: 8. (8) Reactant: C[O:2][C:3](=[O:44])[C@@H:4]([NH:14][C:15]([C:17]1[CH:21]=[C:20]([O:22][CH2:23][C:24]([N:26]2[CH2:30][CH2:29][CH2:28][C@H:27]2[C:31](=[O:37])[NH:32][CH:33]2[CH2:36][CH2:35][CH2:34]2)=[O:25])[N:19]([C:38]2[CH:43]=[CH:42][CH:41]=[CH:40][CH:39]=2)[N:18]=1)=[O:16])[CH2:5][CH2:6][C:7]([O:9][C:10]([CH3:13])([CH3:12])[CH3:11])=[O:8].[Li+].[OH-]. Product: [C:10]([O:9][C:7](=[O:8])[CH2:6][CH2:5][C@H:4]([NH:14][C:15]([C:17]1[CH:21]=[C:20]([O:22][CH2:23][C:24]([N:26]2[CH2:30][CH2:29][CH2:28][C@H:27]2[C:31](=[O:37])[NH:32][CH:33]2[CH2:36][CH2:35][CH2:34]2)=[O:25])[N:19]([C:38]2[CH:43]=[CH:42][CH:41]=[CH:40][CH:39]=2)[N:18]=1)=[O:16])[C:3]([OH:44])=[O:2])([CH3:13])([CH3:11])[CH3:12]. The catalyst class is: 1.